This data is from Forward reaction prediction with 1.9M reactions from USPTO patents (1976-2016). The task is: Predict the product of the given reaction. (1) Given the reactants Cl.[NH2:2][C:3]1[CH:12]=[C:11]([CH2:13][S:14][C:15]2[CH:20]=[CH:19][CH:18]=[CH:17][CH:16]=2)[CH:10]=[CH:9][C:4]=1[C:5]([O:7][CH3:8])=[O:6].C(=O)([O-])[O-].[Cs+].[Cs+].[F:27][C:28]1[CH:33]=[CH:32][C:31](I)=[CH:30][CH:29]=1, predict the reaction product. The product is: [F:27][C:28]1[CH:33]=[CH:32][C:31]([NH:2][C:3]2[CH:12]=[C:11]([CH2:13][S:14][C:15]3[CH:20]=[CH:19][CH:18]=[CH:17][CH:16]=3)[CH:10]=[CH:9][C:4]=2[C:5]([O:7][CH3:8])=[O:6])=[CH:30][CH:29]=1. (2) Given the reactants NS(N)(=O)=O.Cl[CH2:7][CH2:8][CH2:9][S:10]([N:13]1[CH2:18][CH2:17][CH:16]([C:19]2[C:27]3[C:22](=[C:23]([C:33]([NH2:35])=[O:34])[CH:24]=[C:25]([C:28]4[S:29][CH:30]=[CH:31][CH:32]=4)[CH:26]=3)[NH:21][CH:20]=2)[CH2:15][CH2:14]1)(=[O:12])=[O:11].[NH:36]1[CH2:41][CH2:40][O:39][CH2:38][CH2:37]1.C([O-])([O-])=O.[K+].[K+], predict the reaction product. The product is: [N:36]1([CH2:7][CH2:8][CH2:9][S:10]([N:13]2[CH2:18][CH2:17][CH:16]([C:19]3[C:27]4[C:22](=[C:23]([C:33]([NH2:35])=[O:34])[CH:24]=[C:25]([C:28]5[S:29][CH:30]=[CH:31][CH:32]=5)[CH:26]=4)[NH:21][CH:20]=3)[CH2:15][CH2:14]2)(=[O:12])=[O:11])[CH2:41][CH2:40][O:39][CH2:38][CH2:37]1. (3) Given the reactants [CH:1]([O:3][CH2:4][CH3:5])=[O:2].C([O:8][C:9](=O)[CH2:10][C:11]1[CH:16]=[CH:15][C:14]([Cl:17])=[CH:13][CH:12]=1)C.[H-].[Na+].Cl, predict the reaction product. The product is: [CH2:4]([O:3][C:1](=[O:2])[CH:10]([C:11]1[CH:16]=[CH:15][C:14]([Cl:17])=[CH:13][CH:12]=1)[CH:9]=[O:8])[CH3:5]. (4) Given the reactants [F:1][C:2]([F:31])([F:30])[C:3]1[CH:4]=[C:5]([CH:27]=[CH:28][CH:29]=1)[CH2:6][N:7]1[CH2:11][CH2:10][CH2:9][C@@H:8]1[C:12]([NH:14][C@H:15]([C:17]1[CH:26]=[CH:25][C:20]([C:21]([O:23]C)=[O:22])=[CH:19][CH:18]=1)[CH3:16])=[O:13].O[Li:33].O, predict the reaction product. The product is: [F:30][C:2]([F:1])([F:31])[C:3]1[CH:4]=[C:5]([CH:27]=[CH:28][CH:29]=1)[CH2:6][N:7]1[CH2:11][CH2:10][CH2:9][C@@H:8]1[C:12]([NH:14][C@H:15]([C:17]1[CH:26]=[CH:25][C:20]([C:21]([O-:23])=[O:22])=[CH:19][CH:18]=1)[CH3:16])=[O:13].[Li+:33]. (5) Given the reactants [Br:1][C:2]1[C:3]([N:19]([CH3:24])[S:20]([CH3:23])(=[O:22])=[O:21])=[CH:4][C:5]2[O:9][C:8]([C:10](Cl)=[N:11][OH:12])=[C:7]([C:14](=[O:17])[NH:15][CH3:16])[C:6]=2[CH:18]=1.[CH2:25]([O:27][CH:28]=[CH:29][CH3:30])[CH3:26].C([O-])(O)=O.[Na+], predict the reaction product. The product is: [Br:1][C:2]1[C:3]([N:19]([CH3:24])[S:20]([CH3:23])(=[O:22])=[O:21])=[CH:4][C:5]2[O:9][C:8]([C:10]3[CH:29]([CH3:30])[CH:28]([O:27][CH2:25][CH3:26])[O:12][N:11]=3)=[C:7]([C:14]([NH:15][CH3:16])=[O:17])[C:6]=2[CH:18]=1. (6) The product is: [ClH:30].[Cl:30][C:27]1[CH:28]=[CH:29][C:24]2[N:23]([CH2:31][C:32]([CH3:35])([CH3:33])[CH3:34])[C:22](=[O:36])[C@@H:21]([CH2:37][C:38]([NH:52][C:53]3[CH:58]=[CH:57][CH:56]=[CH:55][CH:54]=3)=[O:40])[O:20][C@H:19]([C:15]3[CH:16]=[CH:17][CH:18]=[C:13]([O:12][CH2:11][CH2:10][CH2:9][NH:8][CH2:43][CH2:44][CH2:45][C:46]4[CH:47]=[CH:48][CH:49]=[CH:50][CH:51]=4)[C:14]=3[O:41][CH3:42])[C:25]=2[CH:26]=1. Given the reactants C(OC([N:8]([CH2:43][CH2:44][CH2:45][C:46]1[CH:51]=[CH:50][CH:49]=[CH:48][CH:47]=1)[CH2:9][CH2:10][CH2:11][O:12][C:13]1[C:14]([O:41][CH3:42])=[C:15]([C@@H:19]2[C:25]3[CH:26]=[C:27]([Cl:30])[CH:28]=[CH:29][C:24]=3[N:23]([CH2:31][C:32]([CH3:35])([CH3:34])[CH3:33])[C:22](=[O:36])[C@@H:21]([CH2:37][C:38]([OH:40])=O)[O:20]2)[CH:16]=[CH:17][CH:18]=1)=O)(C)(C)C.[NH2:52][C:53]1[CH:58]=[CH:57][CH:56]=[CH:55][CH:54]=1, predict the reaction product. (7) Given the reactants [OH:1][C:2]1[CH:7]=[C:6]([CH3:8])[N:5]([CH:9]([C:11]2[CH:12]=[N:13][C:14]([CH3:17])=[CH:15][CH:16]=2)[CH3:10])[C:4](=[O:18])[CH:3]=1.[CH3:19][C:20]1[CH:25]=[CH:24][C:23]([S:26](Cl)(=[O:28])=[O:27])=[CH:22][CH:21]=1.C(N(CC)CC)C, predict the reaction product. The product is: [CH3:8][C:6]1[N:5]([CH:9]([C:11]2[CH:12]=[N:13][C:14]([CH3:17])=[CH:15][CH:16]=2)[CH3:10])[C:4](=[O:18])[CH:3]=[C:2]([O:1][S:26]([C:23]2[CH:24]=[CH:25][C:20]([CH3:19])=[CH:21][CH:22]=2)(=[O:28])=[O:27])[CH:7]=1.